Dataset: Full USPTO retrosynthesis dataset with 1.9M reactions from patents (1976-2016). Task: Predict the reactants needed to synthesize the given product. (1) Given the product [NH2:83][C@H:84]([C:88]([NH:90][C@H:91]([C:95]([N:97]1[CH2:111][CH2:110][CH2:109][C@H:98]1[C:99]([O:101][CH2:102][C:103]1[CH:108]=[CH:107][CH:106]=[CH:105][CH:104]=1)=[O:100])=[O:96])[CH:92]([CH3:94])[CH3:93])=[O:89])[CH:85]([CH3:87])[CH3:86].[ClH:123], predict the reactants needed to synthesize it. The reactants are: N[C@H](C(N1CCC[C@H]1C(OCC1C=CC=CC=1)=O)=O)C(C)C.N(C(OC(C)(C)C)=O)[C@H](C(O)=O)C(C)C.C1C=CC2N(O)N=NC=2C=1.CN1CCOCC1.C1CCC(N=C=NC2CCCCC2)CC1.N(C(OCC1C=CC=CC=1)=O)[C@H](C([NH:83][C@H:84]([C:88]([NH:90][C@H:91]([C:95]([N:97]1[CH2:111][CH2:110][CH2:109][C@H:98]1[C:99]([O:101][CH2:102][C:103]1[CH:108]=[CH:107][CH:106]=[CH:105][CH:104]=1)=[O:100])=[O:96])[CH:92]([CH3:94])[CH3:93])=[O:89])[CH:85]([CH3:87])[CH3:86])=O)CCC(=O)OC(C)(C)C.C(Cl)[Cl:123]. (2) Given the product [ClH:23].[Br:7][C:8]1[CH:22]=[CH:21][C:11]([O:12][C:13]2[CH:20]=[CH:19][C:16]([CH2:17][NH2:18])=[CH:15][CH:14]=2)=[CH:10][CH:9]=1, predict the reactants needed to synthesize it. The reactants are: B.C1COCC1.[Br:7][C:8]1[CH:22]=[CH:21][C:11]([O:12][C:13]2[CH:20]=[CH:19][C:16]([C:17]#[N:18])=[CH:15][CH:14]=2)=[CH:10][CH:9]=1.[ClH:23]. (3) The reactants are: C(O[N:5]=[C:6]([C:8]1[CH:13]=[C:12]([CH3:14])[C:11]([Br:15])=[CH:10][C:9]=1[OH:16])[CH3:7])(=O)C.CC(=O)OCC. Given the product [Br:15][C:11]1[C:12]([CH3:14])=[CH:13][C:8]2[C:6]([CH3:7])=[N:5][O:16][C:9]=2[CH:10]=1, predict the reactants needed to synthesize it.